This data is from Forward reaction prediction with 1.9M reactions from USPTO patents (1976-2016). The task is: Predict the product of the given reaction. (1) Given the reactants Br[CH2:2][C:3]1[N:4]([CH3:28])[C:5]2[C:10]([N:11]=1)=[C:9]([N:12]1[CH2:17][CH2:16][O:15][CH2:14][CH2:13]1)[N:8]=[C:7]([N:18]1[C:22]3[CH:23]=[CH:24][CH:25]=[CH:26][C:21]=3[N:20]=[C:19]1[CH3:27])[N:6]=2.[F:29][C:30]1([F:37])[CH2:35][CH2:34][CH:33]([NH2:36])[CH2:32][CH2:31]1, predict the reaction product. The product is: [F:29][C:30]1([F:37])[CH2:35][CH2:34][CH:33]([NH:36][CH2:2][C:3]2[N:4]([CH3:28])[C:5]3[C:10]([N:11]=2)=[C:9]([N:12]2[CH2:17][CH2:16][O:15][CH2:14][CH2:13]2)[N:8]=[C:7]([N:18]2[C:22]4[CH:23]=[CH:24][CH:25]=[CH:26][C:21]=4[N:20]=[C:19]2[CH3:27])[N:6]=3)[CH2:32][CH2:31]1. (2) Given the reactants [C:1]([O:5][C:6]([N:8]1[CH2:11][CH:10]([C:12]([OH:14])=[O:13])[CH2:9]1)=[O:7])([CH3:4])([CH3:3])[CH3:2].[CH2:15](Cl)Cl.C[Si](C=[N+]=[N-])(C)C.CCOCC, predict the reaction product. The product is: [N:8]1([C:6]([O:5][C:1]([CH3:4])([CH3:2])[CH3:3])=[O:7])[CH2:9][CH:10]([C:12]([O:14][CH3:15])=[O:13])[CH2:11]1. (3) Given the reactants [OH:1][C:2]1[CH:3]=[C:4]([S:8]([NH2:11])(=[O:10])=[O:9])[CH:5]=[CH:6][CH:7]=1.Br[CH2:13][CH2:14][CH2:15][O:16][C:17]1[CH:22]=[CH:21][C:20]([O:23][C:24]2[CH:29]=[CH:28][CH:27]=[CH:26][CH:25]=2)=[CH:19][C:18]=1[CH2:30][CH2:31][CH3:32].C(=O)([O-])[O-].[Cs+].[Cs+], predict the reaction product. The product is: [O:23]([C:20]1[CH:21]=[CH:22][C:17]([O:16][CH2:15][CH2:14][CH2:13][O:1][C:2]2[CH:3]=[C:4]([S:8]([NH2:11])(=[O:9])=[O:10])[CH:5]=[CH:6][CH:7]=2)=[C:18]([CH2:30][CH2:31][CH3:32])[CH:19]=1)[C:24]1[CH:25]=[CH:26][CH:27]=[CH:28][CH:29]=1.